The task is: Regression. Given a peptide amino acid sequence and an MHC pseudo amino acid sequence, predict their binding affinity value. This is MHC class I binding data.. This data is from Peptide-MHC class I binding affinity with 185,985 pairs from IEDB/IMGT. (1) The peptide sequence is IVSSVNMISR. The binding affinity (normalized) is 0.742. The MHC is HLA-A68:01 with pseudo-sequence HLA-A68:01. (2) The peptide sequence is ATDPVEMAL. The MHC is HLA-A01:01 with pseudo-sequence HLA-A01:01. The binding affinity (normalized) is 0.470. (3) The binding affinity (normalized) is 0.0847. The MHC is HLA-A01:01 with pseudo-sequence HLA-A01:01. The peptide sequence is HERPVILSL. (4) The peptide sequence is AHSTIMPRL. The MHC is HLA-B58:01 with pseudo-sequence HLA-B58:01. The binding affinity (normalized) is 0.0847. (5) The peptide sequence is EGGVGWRHW. The MHC is HLA-A02:03 with pseudo-sequence HLA-A02:03. The binding affinity (normalized) is 0.